The task is: Regression. Given a peptide amino acid sequence and an MHC pseudo amino acid sequence, predict their binding affinity value. This is MHC class I binding data.. This data is from Peptide-MHC class I binding affinity with 185,985 pairs from IEDB/IMGT. The peptide sequence is ALLENIHRV. The MHC is HLA-A02:06 with pseudo-sequence HLA-A02:06. The binding affinity (normalized) is 1.00.